This data is from NCI-60 drug combinations with 297,098 pairs across 59 cell lines. The task is: Regression. Given two drug SMILES strings and cell line genomic features, predict the synergy score measuring deviation from expected non-interaction effect. (1) Drug 1: CS(=O)(=O)CCNCC1=CC=C(O1)C2=CC3=C(C=C2)N=CN=C3NC4=CC(=C(C=C4)OCC5=CC(=CC=C5)F)Cl. Drug 2: CC(C)NC(=O)C1=CC=C(C=C1)CNNC.Cl. Synergy scores: CSS=-1.76, Synergy_ZIP=2.69, Synergy_Bliss=3.64, Synergy_Loewe=-0.0978, Synergy_HSA=-3.14. Cell line: KM12. (2) Drug 1: CNC(=O)C1=CC=CC=C1SC2=CC3=C(C=C2)C(=NN3)C=CC4=CC=CC=N4. Drug 2: CCCCCOC(=O)NC1=NC(=O)N(C=C1F)C2C(C(C(O2)C)O)O. Cell line: HCT-15. Synergy scores: CSS=1.03, Synergy_ZIP=-0.696, Synergy_Bliss=-1.21, Synergy_Loewe=-1.90, Synergy_HSA=-2.00. (3) Drug 1: CN(CCCl)CCCl.Cl. Drug 2: CC1C(C(CC(O1)OC2CC(CC3=C2C(=C4C(=C3O)C(=O)C5=C(C4=O)C(=CC=C5)OC)O)(C(=O)CO)O)N)O.Cl. Cell line: DU-145. Synergy scores: CSS=52.3, Synergy_ZIP=-4.31, Synergy_Bliss=-6.89, Synergy_Loewe=-3.88, Synergy_HSA=-2.10. (4) Drug 1: C(=O)(N)NO. Drug 2: COC1=NC(=NC2=C1N=CN2C3C(C(C(O3)CO)O)O)N. Cell line: SK-OV-3. Synergy scores: CSS=-7.62, Synergy_ZIP=4.09, Synergy_Bliss=2.27, Synergy_Loewe=-4.54, Synergy_HSA=-3.91. (5) Drug 1: CC1C(C(CC(O1)OC2CC(OC(C2O)C)OC3=CC4=CC5=C(C(=O)C(C(C5)C(C(=O)C(C(C)O)O)OC)OC6CC(C(C(O6)C)O)OC7CC(C(C(O7)C)O)OC8CC(C(C(O8)C)O)(C)O)C(=C4C(=C3C)O)O)O)O. Drug 2: C(CCl)NC(=O)N(CCCl)N=O. Cell line: SF-268. Synergy scores: CSS=22.1, Synergy_ZIP=-1.61, Synergy_Bliss=2.19, Synergy_Loewe=-12.3, Synergy_HSA=1.31.